This data is from Reaction yield outcomes from USPTO patents with 853,638 reactions. The task is: Predict the reaction yield, written as a fraction of the theoretical maximum amount of product (1.0 means a 100% yield; for example, 0.34 means a 34% yield). (1) The reactants are [H-].[Na+].P(=O)([O-])O[C:5](CC)(CC)[C:6]#[N:7].[C:14]1(=O)[CH2:19][CH2:18][CH2:17][CH2:16][CH2:15]1. The catalyst is O1CCCC1. The product is [C:14]1(=[CH:5][C:6]#[N:7])[CH2:19][CH2:18][CH2:17][CH2:16][CH2:15]1. The yield is 0.670. (2) The reactants are [CH3:1][O:2][CH2:3][O:4][CH2:5][C:6]([C:8]1[CH:13]=[CH:12][CH:11]=[CH:10][CH:9]=1)=O.[F:14][C:15]1[CH:24]=[CH:23][C:22]([F:25])=[CH:21][C:16]=1[C:17](=[S:20])[NH:18][NH2:19]. The catalyst is CCO.C(Cl)Cl. The product is [F:14][C:15]1[CH:24]=[CH:23][C:22]([F:25])=[CH:21][C:16]=1[C:17]1[S:20][C:6]([CH2:5][O:4][CH2:3][O:2][CH3:1])([C:8]2[CH:13]=[CH:12][CH:11]=[CH:10][CH:9]=2)[NH:19][N:18]=1. The yield is 0.630. (3) The reactants are [CH2:1]([C:3]1[N:4]=[C:5]([CH3:25])[NH:6][C:7](=[O:24])[C:8]=1[CH2:9][C:10]1[CH:15]=[CH:14][C:13]([C:16]2[C:17]([C:22]#[N:23])=[CH:18][CH:19]=[CH:20][CH:21]=2)=[CH:12][CH:11]=1)[CH3:2].[C:26]1(B(O)O)[CH:31]=[CH:30][CH:29]=[CH:28][CH:27]=1.C(N(CC)CC)C.N1C=CC=CC=1. The catalyst is C([O-])(=O)C.[Cu+2].C([O-])(=O)C.C(OCC)(=O)C.C(Cl)Cl. The product is [CH2:1]([C:3]1[N:4]=[C:5]([CH3:25])[N:6]([C:26]2[CH:31]=[CH:30][CH:29]=[CH:28][CH:27]=2)[C:7](=[O:24])[C:8]=1[CH2:9][C:10]1[CH:15]=[CH:14][C:13]([C:16]2[C:17]([C:22]#[N:23])=[CH:18][CH:19]=[CH:20][CH:21]=2)=[CH:12][CH:11]=1)[CH3:2]. The yield is 0.340. (4) The product is [C:18]([O:22][C:23]([N:25]1[C:36]2[C:28](=[C:29]3[C:33](=[CH:34][CH:35]=2)[NH:32][C:2]([C:3]([O:5][C:6]2[C:11]([F:12])=[C:10]([F:13])[CH:9]=[C:8]([F:14])[C:7]=2[F:15])=[O:4])=[CH:30]3)[CH2:27][CH2:26]1)=[O:24])([CH3:21])([CH3:19])[CH3:20]. The yield is 0.750. The reactants are F[C:2](F)(F)[C:3]([O:5][C:6]1[C:11]([F:12])=[C:10]([F:13])[CH:9]=[C:8]([F:14])[C:7]=1[F:15])=[O:4].[C:18]([O:22][C:23]([N:25]1[C:36]2[C:28](=[C:29]3[C:33](=[CH:34][CH:35]=2)[NH:32]C(C(O)=O)=[CH:30]3)[CH2:27][CH2:26]1)=[O:24])([CH3:21])([CH3:20])[CH3:19].C(N(CC)CC)C. No catalyst specified.